From a dataset of Catalyst prediction with 721,799 reactions and 888 catalyst types from USPTO. Predict which catalyst facilitates the given reaction. (1) Reactant: CCN(C(C)C)C(C)C.[C:10]([Si:14](Cl)([CH3:16])[CH3:15])([CH3:13])([CH3:12])[CH3:11].[CH2:18]([NH:20][CH2:21][CH2:22][OH:23])[CH3:19]. Product: [Si:14]([O:23][CH2:22][CH2:21][NH:20][CH2:18][CH3:19])([C:10]([CH3:13])([CH3:12])[CH3:11])([CH3:16])[CH3:15]. The catalyst class is: 2. (2) Reactant: [F:1][C:2]([F:45])([F:44])[C:3]1[CH:4]=[C:5]([CH:37]=[C:38]([C:40]([F:43])([F:42])[F:41])[CH:39]=1)[CH2:6][N:7]([CH2:25][C:26]1[CH:31]=[C:30]([O:32][CH3:33])[C:29]([O:34][CH3:35])=[CH:28][C:27]=1Br)[C:8]1[N:13]=[CH:12][C:11]([O:14][CH2:15][CH2:16][CH2:17][C:18]([O:20][C:21]([CH3:24])([CH3:23])[CH3:22])=[O:19])=[CH:10][N:9]=1.[F:46][C:47]1[C:52]([CH:53]([CH3:55])[CH3:54])=[CH:51][C:50](B(O)O)=[C:49]([O:59][CH3:60])[CH:48]=1.C(=O)([O-])[O-].[Cs+].[Cs+].C(OCC)(=O)C. Product: [F:1][C:2]([F:45])([F:44])[C:3]1[CH:4]=[C:5]([CH:37]=[C:38]([C:40]([F:43])([F:42])[F:41])[CH:39]=1)[CH2:6][N:7]([CH2:25][C:26]1[CH:31]=[C:30]([O:32][CH3:33])[C:29]([O:34][CH3:35])=[CH:28][C:27]=1[C:50]1[CH:51]=[C:52]([CH:53]([CH3:55])[CH3:54])[C:47]([F:46])=[CH:48][C:49]=1[O:59][CH3:60])[C:8]1[N:13]=[CH:12][C:11]([O:14][CH2:15][CH2:16][CH2:17][C:18]([O:20][C:21]([CH3:24])([CH3:23])[CH3:22])=[O:19])=[CH:10][N:9]=1. The catalyst class is: 38.